From a dataset of Catalyst prediction with 721,799 reactions and 888 catalyst types from USPTO. Predict which catalyst facilitates the given reaction. (1) Reactant: C([Li])CCC.[CH2:6]([O:13][CH2:14][CH2:15][CH2:16][O:17][C:18]1[CH:23]=[CH:22][C:21](Br)=[CH:20][C:19]=1[O:25][CH2:26][CH2:27][CH2:28][O:29][CH3:30])[C:7]1[CH:12]=[CH:11][CH:10]=[CH:9][CH:8]=1.[Br-].[Mg+2].[Br-].[Mg].BrCCBr.[CH:39]([C@@H:42]1[CH2:46][C@@H:45]([C@@H:47]([N:55]=[N+:56]=[N-:57])[CH2:48][C@@H:49]([CH:52]([CH3:54])[CH3:53])[CH:50]=[O:51])[O:44][C:43]1=[O:58])([CH3:41])[CH3:40].[Cl-].[NH4+]. Product: [CH:39]([C@@H:42]1[CH2:46][C@@H:45]([C@@H:47]([N:55]=[N+:56]=[N-:57])[CH2:48][C@@H:49]([CH:52]([CH3:53])[CH3:54])[CH:50]([OH:51])[C:21]2[CH:22]=[CH:23][C:18]([O:17][CH2:16][CH2:15][CH2:14][O:13][CH2:6][C:7]3[CH:12]=[CH:11][CH:10]=[CH:9][CH:8]=3)=[C:19]([O:25][CH2:26][CH2:27][CH2:28][O:29][CH3:30])[CH:20]=2)[O:44][C:43]1=[O:58])([CH3:40])[CH3:41]. The catalyst class is: 392. (2) Reactant: [C:1]([O:5][C:6]([N:8]1[CH2:13][CH2:12][N:11]([C:14]([C:16]2[CH:20]=[C:19]([CH3:21])[N:18]([C:22]3[CH:27]=[CH:26][CH:25]=[CH:24][CH:23]=3)[C:17]=2[C:28]2[CH:33]=[CH:32][CH:31]=[CH:30][CH:29]=2)=[O:15])[CH:10]([CH2:34][C:35](O)=[O:36])[CH2:9]1)=[O:7])([CH3:4])([CH3:3])[CH3:2].[NH2:38][C:39]1[CH:44]=[CH:43][CH:42]=[CH:41][CH:40]=1.CCN=C=NCCCN(C)C.Cl.C1C=CC2N(O)N=NC=2C=1. Product: [NH:38]([C:35](=[O:36])[CH2:34][CH:10]1[N:11]([C:14]([C:16]2[CH:20]=[C:19]([CH3:21])[N:18]([C:22]3[CH:23]=[CH:24][CH:25]=[CH:26][CH:27]=3)[C:17]=2[C:28]2[CH:33]=[CH:32][CH:31]=[CH:30][CH:29]=2)=[O:15])[CH2:12][CH2:13][N:8]([C:6]([O:5][C:1]([CH3:3])([CH3:4])[CH3:2])=[O:7])[CH2:9]1)[C:39]1[CH:44]=[CH:43][CH:42]=[CH:41][CH:40]=1. The catalyst class is: 136. (3) Reactant: [CH:1]1([CH2:6][C@H:7]([C@@H:11]([OH:20])[CH2:12][CH2:13][C:14]2[CH:19]=[CH:18][CH:17]=[CH:16][CH:15]=2)[C:8]([OH:10])=O)[CH2:5][CH2:4][CH2:3][CH2:2]1.C1(C)C=CC(S(O)(=O)=O)=CC=1.[NH2:32][CH:33]1[N:39]=[C:38]([C:40]2[CH:45]=[CH:44][CH:43]=[CH:42][CH:41]=2)[C:37]2[CH:46]=[CH:47][CH:48]=[CH:49][C:36]=2[N:35]([CH3:50])[C:34]1=[O:51].O.ON1C2C=CC=CC=2N=N1.C(N(CC)CC)C. Product: [CH:1]1([CH2:6][C@H:7]([C@@H:11]([OH:20])[CH2:12][CH2:13][C:14]2[CH:19]=[CH:18][CH:17]=[CH:16][CH:15]=2)[C:8]([NH:32][CH:33]2[N:39]=[C:38]([C:40]3[CH:45]=[CH:44][CH:43]=[CH:42][CH:41]=3)[C:37]3[CH:46]=[CH:47][CH:48]=[CH:49][C:36]=3[N:35]([CH3:50])[C:34]2=[O:51])=[O:10])[CH2:2][CH2:3][CH2:4][CH2:5]1. The catalyst class is: 124.